Dataset: Reaction yield outcomes from USPTO patents with 853,638 reactions. Task: Predict the reaction yield, written as a fraction of the theoretical maximum amount of product (1.0 means a 100% yield; for example, 0.34 means a 34% yield). (1) The reactants are Br[C:2]1[CH:3]=[C:4]([C:9](=[O:22])[C:10]([C:12]2[CH:17]=[CH:16][C:15]([O:18][CH:19]([F:21])[F:20])=[CH:14][CH:13]=2)=[O:11])[CH:5]=[CH:6][C:7]=1[F:8].[CH2:23]([OH:27])[CH2:24][C:25]#[CH:26].[Al]. The catalyst is C(N(CC)CC)C.C(OCC)C.[Cu](I)I.[Pd].C1(P(C2C=CC=CC=2)C2C=CC=CC=2)C=CC=CC=1.C1(P(C2C=CC=CC=2)C2C=CC=CC=2)C=CC=CC=1.C1(P(C2C=CC=CC=2)C2C=CC=CC=2)C=CC=CC=1.C1(P(C2C=CC=CC=2)C2C=CC=CC=2)C=CC=CC=1. The product is [F:20][CH:19]([F:21])[O:18][C:15]1[CH:16]=[CH:17][C:12]([C:10](=[O:11])[C:9]([C:4]2[CH:5]=[CH:6][C:7]([F:8])=[C:2]([C:26]#[C:25][CH2:24][CH2:23][OH:27])[CH:3]=2)=[O:22])=[CH:13][CH:14]=1. The yield is 0.820. (2) The reactants are [C:1]([C:5]1[O:9][N:8]=[C:7]([NH:10][C:11]([NH:13][C:14]2[CH:19]=[CH:18][CH:17]=[C:16]([OH:20])[CH:15]=2)=[O:12])[CH:6]=1)([CH3:4])([CH3:3])[CH3:2].CC(C)([O-])C.[K+].[Cl:27][C:28]1[N:37]=[C:36](Cl)[C:35]2[C:30](=[CH:31][C:32]([O:41][CH3:42])=[C:33]([O:39][CH3:40])[CH:34]=2)[N:29]=1. The catalyst is CN(C=O)C. The product is [C:1]([C:5]1[O:9][N:8]=[C:7]([NH:10][C:11]([NH:13][C:14]2[CH:19]=[CH:18][CH:17]=[C:16]([O:20][C:36]3[C:35]4[C:30](=[CH:31][C:32]([O:41][CH3:42])=[C:33]([O:39][CH3:40])[CH:34]=4)[N:29]=[C:28]([Cl:27])[N:37]=3)[CH:15]=2)=[O:12])[CH:6]=1)([CH3:4])([CH3:2])[CH3:3]. The yield is 0.320. (3) The reactants are [Cl:1][C:2]1[CH:14]=[C:13]([Cl:15])[C:12]([O:16][C:17]2[N:21]([CH3:22])[N:20]=[C:19]([CH3:23])[C:18]=2[C:24]([NH:26][NH2:27])=[O:25])=[CH:11][C:3]=1[O:4][C@@H:5]([CH3:10])[C:6]([O:8][CH3:9])=[O:7].[C:28](O[C:28]([O:30][C:31]([CH3:34])([CH3:33])[CH3:32])=[O:29])([O:30][C:31]([CH3:34])([CH3:33])[CH3:32])=[O:29].C(N(CC)CC)C.O. The catalyst is O1CCCC1. The product is [Cl:15][C:13]1[CH:14]=[C:2]([Cl:1])[C:3]([O:4][C@@H:5]([CH3:10])[C:6]([O:8][CH3:9])=[O:7])=[CH:11][C:12]=1[O:16][C:17]1[N:21]([CH3:22])[N:20]=[C:19]([CH3:23])[C:18]=1[C:24]([NH:26][NH:27][C:28]([O:30][C:31]([CH3:34])([CH3:33])[CH3:32])=[O:29])=[O:25]. The yield is 1.00. (4) The catalyst is C1COCC1. The reactants are [Cl:1][C:2]1[CH:14]=[N:13][C:5]2[NH:6][C:7]3[CH2:12][CH2:11][NH:10][CH2:9][C:8]=3[C:4]=2[CH:3]=1.CCN(C(C)C)C(C)C.[C:24](Cl)(=[O:33])[C:25]1[C:26]([O:31][CH3:32])=[CH:27][CH:28]=[CH:29][CH:30]=1.Cl.CCOCC. The product is [ClH:1].[Cl:1][C:2]1[CH:14]=[N:13][C:5]2[NH:6][C:7]3[CH2:12][CH2:11][N:10]([C:24]([C:25]4[CH:30]=[CH:29][CH:28]=[CH:27][C:26]=4[O:31][CH3:32])=[O:33])[CH2:9][C:8]=3[C:4]=2[CH:3]=1. The yield is 0.530. (5) The reactants are [CH3:1][O:2][C:3]1[CH:4]=[C:5]([CH:24]=[CH:25][CH:26]=1)[CH2:6][CH2:7][C:8]1[S:9][C:10]2[N:11]=[C:12]([NH2:23])[N:13]=[C:14]([N:17]3[CH2:22][CH2:21][NH:20][CH2:19][CH2:18]3)[C:15]=2[N:16]=1.[CH3:27][O:28][C:29]1[CH:39]=[CH:38][C:32]([O:33][CH2:34][C:35](O)=[O:36])=[CH:31][CH:30]=1. No catalyst specified. The product is [NH2:23][C:12]1[N:13]=[C:14]([N:17]2[CH2:22][CH2:21][N:20]([C:35](=[O:36])[CH2:34][O:33][C:32]3[CH:38]=[CH:39][C:29]([O:28][CH3:27])=[CH:30][CH:31]=3)[CH2:19][CH2:18]2)[C:15]2[N:16]=[C:8]([CH2:7][CH2:6][C:5]3[CH:24]=[CH:25][CH:26]=[C:3]([O:2][CH3:1])[CH:4]=3)[S:9][C:10]=2[N:11]=1. The yield is 0.660. (6) The reactants are [CH3:1][N:2]1[C:6]([C:7]2[CH:8]=[C:9]([NH2:22])[CH:10]=[CH:11][C:12]=2[O:13][CH2:14][CH2:15][N:16]2[CH2:21][CH2:20][O:19][CH2:18][CH2:17]2)=[CH:5][CH:4]=[N:3]1.[F:23][C:24]1[CH:32]=[C:31]([F:33])[CH:30]=[CH:29][C:25]=1[C:26](Cl)=[O:27].C(N(CC)CC)C. The catalyst is C1COCC1. The product is [F:23][C:24]1[CH:32]=[C:31]([F:33])[CH:30]=[CH:29][C:25]=1[C:26]([NH:22][C:9]1[CH:10]=[CH:11][C:12]([O:13][CH2:14][CH2:15][N:16]2[CH2:21][CH2:20][O:19][CH2:18][CH2:17]2)=[C:7]([C:6]2[N:2]([CH3:1])[N:3]=[CH:4][CH:5]=2)[CH:8]=1)=[O:27]. The yield is 0.340. (7) The reactants are Br[C:2]1[CH:3]=[C:4]([CH:8]2[O:12][CH2:11][CH2:10][O:9]2)[CH:5]=[CH:6][CH:7]=1.C([Li])CCC.[CH3:18][C:19]([CH3:39])([CH3:38])[CH2:20][C:21]([NH:23][C:24]1[C:25]([CH3:37])=[C:26]([CH3:36])[C:27]2[O:31][C:30]([CH3:33])([CH3:32])[C:29](=[O:34])[C:28]=2[CH:35]=1)=[O:22].O. The catalyst is C1COCC1. The product is [O:9]1[CH2:10][CH2:11][O:12][CH:8]1[C:4]1[CH:3]=[C:2]([C:29]2([OH:34])[C:28]3[CH:35]=[C:24]([NH:23][C:21](=[O:22])[CH2:20][C:19]([CH3:18])([CH3:38])[CH3:39])[C:25]([CH3:37])=[C:26]([CH3:36])[C:27]=3[O:31][C:30]2([CH3:33])[CH3:32])[CH:7]=[CH:6][CH:5]=1. The yield is 0.920. (8) The reactants are CC1C=CC(S(O[CH2:12][C@H:13]2[CH:22]=[CH:21][C:20]3[C:15](=[C:16]([O:23][CH3:24])[CH:17]=[CH:18][CH:19]=3)[O:14]2)(=O)=O)=CC=1.[NH:25]1[CH2:30][CH:29]=[C:28]([C:31]2[C:39]3[C:34](=[CH:35][CH:36]=[CH:37][CH:38]=3)[NH:33][CH:32]=2)[CH2:27][CH2:26]1. The catalyst is CS(C)=O.C(OCC)(=O)C. The product is [CH3:24][O:23][C:16]1[CH:17]=[CH:18][CH:19]=[C:20]2[C:15]=1[O:14][C@@H:13]([CH2:12][N:25]1[CH2:26][CH:27]=[C:28]([C:31]3[C:39]4[C:34](=[CH:35][CH:36]=[CH:37][CH:38]=4)[NH:33][CH:32]=3)[CH2:29][CH2:30]1)[CH:22]=[CH:21]2. The yield is 0.580. (9) The reactants are C([O:8][CH2:9][C:10]1([CH2:14][C:15]2[S:16][CH:17]=[C:18]([C:20]3[CH:25]=[CH:24][CH:23]=[CH:22][CH:21]=3)[N:19]=2)[CH2:13][CH2:12][CH2:11]1)C1C=CC=CC=1.B(Br)(Br)Br. The catalyst is ClCCl. The product is [C:20]1([C:18]2[N:19]=[C:15]([CH2:14][C:10]3([CH2:9][OH:8])[CH2:13][CH2:12][CH2:11]3)[S:16][CH:17]=2)[CH:21]=[CH:22][CH:23]=[CH:24][CH:25]=1. The yield is 0.310.